Dataset: Forward reaction prediction with 1.9M reactions from USPTO patents (1976-2016). Task: Predict the product of the given reaction. (1) Given the reactants Cl[S:2]([C:5]1[CH:6]=[C:7]([CH:11]=[CH:12][CH:13]=1)[C:8]([OH:10])=[O:9])(=[O:4])=[O:3].[CH:14]([NH2:17])([CH3:16])[CH3:15], predict the reaction product. The product is: [CH:14]([NH:17][S:2]([C:5]1[CH:6]=[C:7]([CH:11]=[CH:12][CH:13]=1)[C:8]([OH:10])=[O:9])(=[O:4])=[O:3])([CH3:16])[CH3:15]. (2) Given the reactants [Cl:1][C:2]1[N:7]=[C:6]([C:8]2[S:12][C:11]([CH:13]([CH3:15])[CH3:14])=[N:10][C:9]=2[C:16]2[C:17]([F:29])=[C:18]([NH:22]C(=O)OCC=C)[CH:19]=[CH:20][CH:21]=2)[CH:5]=[CH:4][N:3]=1.CC(O)=O.C([SnH](CCCC)CCCC)CCC, predict the reaction product. The product is: [Cl:1][C:2]1[N:7]=[C:6]([C:8]2[S:12][C:11]([CH:13]([CH3:15])[CH3:14])=[N:10][C:9]=2[C:16]2[C:17]([F:29])=[C:18]([CH:19]=[CH:20][CH:21]=2)[NH2:22])[CH:5]=[CH:4][N:3]=1. (3) Given the reactants [Br:1][C:2]1[CH:3]=[C:4]([NH:22]C(=O)C)[CH:5]=[N:6][C:7]=1[S:8](=[O:21])(=[O:20])[NH:9][C:10]1[CH:19]=[CH:18][C:13]2[CH2:14][O:15][B:16]([OH:17])[C:12]=2[CH:11]=1, predict the reaction product. The product is: [NH2:22][C:4]1[CH:3]=[C:2]([Br:1])[C:7]([S:8]([NH:9][C:10]2[CH:19]=[CH:18][C:13]3[CH2:14][O:15][B:16]([OH:17])[C:12]=3[CH:11]=2)(=[O:20])=[O:21])=[N:6][CH:5]=1. (4) Given the reactants [CH2:1]([C:3]1[CH:4]=[CH:5][C:6](=O)[N:7](C2C=CC=CC=2)[CH:8]=1)[CH3:2].[CH2:16]([C:18]1[CH:19]=[N:20][CH:21]=[CH:22][CH:23]=1)[CH3:17], predict the reaction product. The product is: [NH2:20][C:6]1[CH:5]=[CH:4][C:3]([CH2:1][CH3:2])=[CH:8][N:7]=1.[CH2:16]([C:18]1[CH:19]=[N:20][CH:21]=[CH:22][CH:23]=1)[CH3:17]. (5) Given the reactants [OH:1][C@H:2]1[CH2:6][N:5]([C:7]([O:9][CH2:10][C:11]2[CH:16]=[CH:15][CH:14]=[CH:13][CH:12]=2)=[O:8])[C@H:4]([C:17]([O:19][CH2:20][CH3:21])=[O:18])[CH2:3]1.[O:22]1[CH:27]=[CH:26][CH2:25][CH2:24][CH2:23]1.C1(C)C=CC(S([O-])(=O)=O)=CC=1.[NH+]1C=CC=CC=1.C(=O)(O)[O-].[Na+], predict the reaction product. The product is: [O:22]1[CH2:27][CH2:26][CH2:25][CH2:24][CH:23]1[O:1][C@H:2]1[CH2:6][N:5]([C:7]([O:9][CH2:10][C:11]2[CH:12]=[CH:13][CH:14]=[CH:15][CH:16]=2)=[O:8])[C@H:4]([C:17]([O:19][CH2:20][CH3:21])=[O:18])[CH2:3]1. (6) Given the reactants C(O[C:6](=O)[N:7](C)[C@H:8]([CH2:16][C:17]1[S:18][CH:19]=[CH:20][CH:21]=1)[CH2:9][N:10]([CH3:15])[S:11]([CH3:14])(=[O:13])=[O:12])(C)(C)C.FC(F)(F)C(O)=O.C(=O)([O-])O.[Na+], predict the reaction product. The product is: [CH3:15][N:10]([CH2:9][C@H:8]([NH:7][CH3:6])[CH2:16][C:17]1[S:18][CH:19]=[CH:20][CH:21]=1)[S:11]([CH3:14])(=[O:13])=[O:12].